Dataset: Reaction yield outcomes from USPTO patents with 853,638 reactions. Task: Predict the reaction yield, written as a fraction of the theoretical maximum amount of product (1.0 means a 100% yield; for example, 0.34 means a 34% yield). (1) The reactants are C([NH:4][C@:5]1([C:22](NC(C)(C)C)=[O:23])[C@@H:9]([CH2:10][CH2:11][CH2:12][B:13]2[O:17]C(C)(C)C(C)(C)[O:14]2)[CH2:8][NH:7][CH2:6]1)(=O)C.C([N:36]1[CH:45]([CH:46]=O)[CH2:44][CH:43]2[C:38](=[CH:39][CH:40]=[CH:41][CH2:42]2)[CH2:37]1)(OC(C)(C)C)=O.S([O-])([O-])(=O)=[O:49].[Na+].[Na+].C(O)(=O)C.C(O[BH-](OC(=O)C)OC(=O)C)(=O)C.[Na+].C(=O)([O-])[O-].[Na+].[Na+]. The catalyst is ClCCCl. The product is [NH2:4][C@:5]1([C:22]([OH:23])=[O:49])[C@@H:9]([CH2:10][CH2:11][CH2:12][B:13]([OH:14])[OH:17])[CH2:8][N:7]([CH2:46][C@@H:45]2[CH2:44][C:43]3[C:38](=[CH:39][CH:40]=[CH:41][CH:42]=3)[CH2:37][NH:36]2)[CH2:6]1. The yield is 0.620. (2) The yield is 0.930. The catalyst is ClCCl.C1COCC1. The product is [CH3:31][O:30][C:27]1[CH:28]=[CH:29][C:20]([CH2:19][CH2:18][CH2:17][CH:4]([C:5]([O:7][CH2:8][CH3:9])=[O:6])[C:3]([O:11][CH2:12][CH3:13])=[O:10])=[C:21]2[C:26]=1[N:25]([CH3:32])[C:24](=[O:33])[CH:23]=[CH:22]2. The reactants are [H-].[Na+].[C:3]([O:11][CH2:12][CH3:13])(=[O:10])[CH2:4][C:5]([O:7][CH2:8][CH3:9])=[O:6].[H][H].I[CH2:17][CH2:18][CH2:19][C:20]1[CH:29]=[CH:28][C:27]([O:30][CH3:31])=[C:26]2[C:21]=1[CH:22]=[CH:23][C:24](=[O:33])[N:25]2[CH3:32].Cl. (3) The reactants are [CH3:1][O:2][C:3]([C:5]1[CH:6]=[C:7]2[CH:13]=[CH:12][N:11]([S:14]([C:17]3[CH:22]=[CH:21][CH:20]=[CH:19][CH:18]=3)(=[O:16])=[O:15])[C:8]2=[N:9][CH:10]=1)=[O:4].C([N-]C(C)C)(C)C.[Li+].C([Li])CCC.CCCCCC.C(NC(C)C)(C)C.[CH:49]1([CH2:54][CH:55]=[O:56])[CH2:53][CH2:52][CH2:51][CH2:50]1. The catalyst is O1CCCC1. The product is [CH3:1][O:2][C:3]([C:5]1[CH:6]=[C:7]2[CH:13]=[C:12]([CH:55]([OH:56])[CH2:54][CH:49]3[CH2:53][CH2:52][CH2:51][CH2:50]3)[N:11]([S:14]([C:17]3[CH:22]=[CH:21][CH:20]=[CH:19][CH:18]=3)(=[O:16])=[O:15])[C:8]2=[N:9][CH:10]=1)=[O:4]. The yield is 0.210. (4) The reactants are [CH3:1][O:2][C:3]1[CH:17]=[CH:16][C:6]([CH2:7][C:8]2[S:9][CH:10]=[C:11]([C:13]([OH:15])=O)[N:12]=2)=[CH:5][CH:4]=1.[CH3:18][O:19][C:20]1[CH:21]=[C:22]([C:28]2([CH2:33][NH2:34])[CH2:32][CH2:31][CH2:30][CH2:29]2)[CH:23]=[CH:24][C:25]=1[O:26][CH3:27].C(N(CC)CC)C.F[P-](F)(F)(F)(F)F.N1(OC(N(C)C)=[N+](C)C)C2N=CC=CC=2N=N1. The catalyst is C(#N)C. The product is [CH3:18][O:19][C:20]1[CH:21]=[C:22]([C:28]2([CH2:33][NH:34][C:13]([C:11]3[N:12]=[C:8]([CH2:7][C:6]4[CH:5]=[CH:4][C:3]([O:2][CH3:1])=[CH:17][CH:16]=4)[S:9][CH:10]=3)=[O:15])[CH2:29][CH2:30][CH2:31][CH2:32]2)[CH:23]=[CH:24][C:25]=1[O:26][CH3:27]. The yield is 0.439. (5) The reactants are [OH:1][C:2]1[CH:3]=[CH:4][C:5]2[N:6]([N:8]=[CH:9][C:10]=2[C:11]([O:13][CH3:14])=[O:12])[CH:7]=1.[F:15][CH2:16][CH:17](O)[CH2:18][F:19].N(C(N1CCCCC1)=O)=NC(N1CCCCC1)=O.CCCCP(CCCC)CCCC. The catalyst is C1(C)C=CC=CC=1. The product is [F:15][CH2:16][CH:17]([O:1][C:2]1[CH:3]=[CH:4][C:5]2[N:6]([N:8]=[CH:9][C:10]=2[C:11]([O:13][CH3:14])=[O:12])[CH:7]=1)[CH2:18][F:19]. The yield is 0.880. (6) The reactants are [OH:1][CH2:2][C@@H:3]1[O:7][C:6](=[O:8])[N:5]([C:9]2[CH:14]=[CH:13][C:12]([N:15]3[CH2:20][CH2:19][O:18][CH2:17][CH2:16]3)=[C:11]([F:21])[CH:10]=2)[CH2:4]1.O[C:23]1[CH:27]=[CH:26][O:25][N:24]=1.CC(OC(/N=N/C(OC(C)C)=O)=O)C.C1(P(C2C=CC=CC=2)C2C=CC=CC=2)C=CC=CC=1. The catalyst is C1COCC1. The product is [O:25]1[CH:26]=[CH:27][C:23]([O:1][CH2:2][C@@H:3]2[O:7][C:6](=[O:8])[N:5]([C:9]3[CH:14]=[CH:13][C:12]([N:15]4[CH2:16][CH2:17][O:18][CH2:19][CH2:20]4)=[C:11]([F:21])[CH:10]=3)[CH2:4]2)=[N:24]1. The yield is 0.690. (7) The reactants are [F:1][C:2]([F:18])([F:17])[C:3]1[CH:8]=[CH:7][C:6]([C:9]2[N:14]=[CH:13][C:12]([CH:15]=O)=[CH:11][N:10]=2)=[CH:5][CH:4]=1.[CH3:19][C:20]([S@@:23]([NH2:25])=[O:24])([CH3:22])[CH3:21].CO.C([O-])(O)=O.[Na+]. The catalyst is ClCCl.[O-]CC.[Ti+4].[O-]CC.[O-]CC.[O-]CC. The product is [F:1][C:2]([F:18])([F:17])[C:3]1[CH:8]=[CH:7][C:6]([C:9]2[N:14]=[CH:13][C:12](/[CH:15]=[N:25]/[S@:23]([C:20]([CH3:22])([CH3:21])[CH3:19])=[O:24])=[CH:11][N:10]=2)=[CH:5][CH:4]=1. The yield is 0.990.